Dataset: Reaction yield outcomes from USPTO patents with 853,638 reactions. Task: Predict the reaction yield, written as a fraction of the theoretical maximum amount of product (1.0 means a 100% yield; for example, 0.34 means a 34% yield). (1) The reactants are [CH3:1][Si:2]([CH3:10])([CH3:9])[O:3][C:4]([CH3:8])([C:6]#[CH:7])[CH3:5].[Li]CCCC.CON(C)[C:19]([C:21]1[CH:29]=[CH:28][C:24]2=[N:25][O:26][N:27]=[C:23]2[CH:22]=1)=[O:20]. The catalyst is C1COCC1. The product is [N:25]1[O:26][N:27]=[C:23]2[CH:22]=[C:21]([C:19](=[O:20])[C:7]#[C:6][C:4]([CH3:8])([O:3][Si:2]([CH3:10])([CH3:9])[CH3:1])[CH3:5])[CH:29]=[CH:28][C:24]=12. The yield is 0.630. (2) The reactants are [CH:1]1([NH2:4])[CH2:3][CH2:2]1.[CH:5]1([C:8]2[N:13]=[C:12]([C:14]([NH:16][C:17]3[CH:25]=[N:24][CH:23]=[CH:22][C:18]=3[C:19](O)=[O:20])=[O:15])[C:11]([NH:26][C:27]3[CH:28]=[N:29][CH:30]=[N:31][CH:32]=3)=[CH:10][CH:9]=2)[CH2:7][CH2:6]1. No catalyst specified. The product is [CH:1]1([NH:4][C:19]([C:18]2[CH:22]=[CH:23][N:24]=[CH:25][C:17]=2[NH:16][C:14]([C:12]2[C:11]([NH:26][C:27]3[CH:28]=[N:29][CH:30]=[N:31][CH:32]=3)=[CH:10][CH:9]=[C:8]([CH:5]3[CH2:7][CH2:6]3)[N:13]=2)=[O:15])=[O:20])[CH2:3][CH2:2]1. The yield is 0.280. (3) The reactants are [N:1]1[CH:6]=[CH:5][CH:4]=[CH:3][C:2]=1[C:7]1[C:11]([C:12]2[C:21]3[C:16](=[CH:17][CH:18]=[CH:19][CH:20]=3)[N:15]=[CH:14][CH:13]=2)=[CH:10][N:9]([CH2:22][CH2:23][C:24]#[N:25])[N:8]=1.[N-:26]=[N+:27]=[N-:28].[Na+].[Cl-].[NH4+].CN(C=[O:36])C. No catalyst specified. The product is [C:3]([C:2]#[N:1])([CH3:4])=[O:36].[N:1]1[CH:6]=[CH:5][CH:4]=[CH:3][C:2]=1[C:7]1[C:11]([C:12]2[C:21]3[C:16](=[CH:17][CH:18]=[CH:19][CH:20]=3)[N:15]=[CH:14][CH:13]=2)=[CH:10][N:9]([CH2:22][CH2:23][C:24]2[N:26]=[N:27][NH:28][N:25]=2)[N:8]=1. The yield is 0.800. (4) The reactants are [NH3:1].[C:2]([C:4]1[CH:9]=[CH:8][C:7]([N:10]2[C:14]([C:15]3[N:20]=[C:19]([C:21]([O:23]C)=O)[C:18](=[O:25])[N:17]([C:26]4[CH:31]=[CH:30][CH:29]=[C:28]([C:32]([F:35])([F:34])[F:33])[CH:27]=4)[C:16]=3[CH3:36])=[CH:13][CH:12]=[N:11]2)=[CH:6][CH:5]=1)#[N:3]. The catalyst is CO. The product is [C:2]([C:4]1[CH:5]=[CH:6][C:7]([N:10]2[C:14]([C:15]3[N:20]=[C:19]([C:21]([NH2:1])=[O:23])[C:18](=[O:25])[N:17]([C:26]4[CH:31]=[CH:30][CH:29]=[C:28]([C:32]([F:35])([F:33])[F:34])[CH:27]=4)[C:16]=3[CH3:36])=[CH:13][CH:12]=[N:11]2)=[CH:8][CH:9]=1)#[N:3]. The yield is 0.870.